Dataset: NCI-60 drug combinations with 297,098 pairs across 59 cell lines. Task: Regression. Given two drug SMILES strings and cell line genomic features, predict the synergy score measuring deviation from expected non-interaction effect. (1) Drug 1: C1C(C(OC1N2C=NC3=C(N=C(N=C32)Cl)N)CO)O. Drug 2: C1=CC=C(C=C1)NC(=O)CCCCCCC(=O)NO. Cell line: NCI/ADR-RES. Synergy scores: CSS=76.9, Synergy_ZIP=-2.03, Synergy_Bliss=-2.70, Synergy_Loewe=-0.179, Synergy_HSA=3.91. (2) Drug 1: CC1C(C(CC(O1)OC2CC(CC3=C2C(=C4C(=C3O)C(=O)C5=C(C4=O)C(=CC=C5)OC)O)(C(=O)CO)O)N)O.Cl. Drug 2: C1=CC(=CC=C1CCCC(=O)O)N(CCCl)CCCl. Cell line: MDA-MB-435. Synergy scores: CSS=-0.800, Synergy_ZIP=1.76, Synergy_Bliss=0.521, Synergy_Loewe=-0.813, Synergy_HSA=-2.00. (3) Drug 1: CC1C(C(=O)NC(C(=O)N2CCCC2C(=O)N(CC(=O)N(C(C(=O)O1)C(C)C)C)C)C(C)C)NC(=O)C3=C4C(=C(C=C3)C)OC5=C(C(=O)C(=C(C5=N4)C(=O)NC6C(OC(=O)C(N(C(=O)CN(C(=O)C7CCCN7C(=O)C(NC6=O)C(C)C)C)C)C(C)C)C)N)C. Drug 2: COC1=C2C(=CC3=C1OC=C3)C=CC(=O)O2. Cell line: TK-10. Synergy scores: CSS=19.2, Synergy_ZIP=-7.95, Synergy_Bliss=-8.26, Synergy_Loewe=-68.1, Synergy_HSA=-6.93. (4) Drug 1: CCC1=C2CN3C(=CC4=C(C3=O)COC(=O)C4(CC)O)C2=NC5=C1C=C(C=C5)O. Drug 2: C1=CN(C=N1)CC(O)(P(=O)(O)O)P(=O)(O)O. Cell line: BT-549. Synergy scores: CSS=10.7, Synergy_ZIP=-3.63, Synergy_Bliss=1.87, Synergy_Loewe=-13.7, Synergy_HSA=1.38. (5) Drug 1: CC1C(C(CC(O1)OC2CC(CC3=C2C(=C4C(=C3O)C(=O)C5=C(C4=O)C(=CC=C5)OC)O)(C(=O)C)O)N)O.Cl. Synergy scores: CSS=64.3, Synergy_ZIP=4.35, Synergy_Bliss=6.55, Synergy_Loewe=-2.84, Synergy_HSA=6.09. Cell line: SN12C. Drug 2: CC=C1C(=O)NC(C(=O)OC2CC(=O)NC(C(=O)NC(CSSCCC=C2)C(=O)N1)C(C)C)C(C)C. (6) Drug 1: C1=CC(=C2C(=C1NCCNCCO)C(=O)C3=C(C=CC(=C3C2=O)O)O)NCCNCCO. Drug 2: CN(CC1=CN=C2C(=N1)C(=NC(=N2)N)N)C3=CC=C(C=C3)C(=O)NC(CCC(=O)O)C(=O)O. Cell line: HCT116. Synergy scores: CSS=64.6, Synergy_ZIP=-4.01, Synergy_Bliss=-4.94, Synergy_Loewe=-0.453, Synergy_HSA=1.62. (7) Drug 1: COC1=CC(=CC(=C1O)OC)C2C3C(COC3=O)C(C4=CC5=C(C=C24)OCO5)OC6C(C(C7C(O6)COC(O7)C8=CC=CS8)O)O. Drug 2: CCCCC(=O)OCC(=O)C1(CC(C2=C(C1)C(=C3C(=C2O)C(=O)C4=C(C3=O)C=CC=C4OC)O)OC5CC(C(C(O5)C)O)NC(=O)C(F)(F)F)O. Cell line: K-562. Synergy scores: CSS=45.0, Synergy_ZIP=-1.61, Synergy_Bliss=-1.94, Synergy_Loewe=-4.25, Synergy_HSA=-0.956.